This data is from Catalyst prediction with 721,799 reactions and 888 catalyst types from USPTO. The task is: Predict which catalyst facilitates the given reaction. (1) Reactant: [C:1]1([CH2:11][C:12]#[N:13])[C:10]2[C:5](=[CH:6][CH:7]=[CH:8][CH:9]=2)[CH:4]=[CH:3][CH:2]=1.C[Si]([NH-])(C)C.C[Si]([NH-])(C)C.[Na+].[Na+].C([O:29][CH2:30][CH3:31])(=O)C.[CH3:32]CCCCC. Product: [OH:29][CH2:30][CH:31]1[CH2:32][C@:11]1([C:1]1[C:10]2[C:5](=[CH:6][CH:7]=[CH:8][CH:9]=2)[CH:4]=[CH:3][CH:2]=1)[C:12]#[N:13]. The catalyst class is: 7. (2) Reactant: [F:1][C:2]1[CH:7]=[C:6]([I:8])[CH:5]=[CH:4][C:3]=1[NH:9][C:10]1[C:18]2[S:17][N:16]=[CH:15][C:14]=2[CH:13]=[CH:12][C:11]=1[C:19]([OH:21])=O.C(N(C(C)C)CC)(C)C.[CH3:31][C:32]1([CH3:40])[O:36][C@@H:35]([CH2:37][O:38][NH2:39])[CH2:34][O:33]1.CCN=C=NCCCN(C)C.C1C=CC2N(O)N=NC=2C=1. Product: [CH3:31][C:32]1([CH3:40])[O:36][C@@H:35]([CH2:37][O:38][NH:39][C:19]([C:11]2[CH:12]=[CH:13][C:14]3[CH:15]=[N:16][S:17][C:18]=3[C:10]=2[NH:9][C:3]2[CH:4]=[CH:5][C:6]([I:8])=[CH:7][C:2]=2[F:1])=[O:21])[CH2:34][O:33]1. The catalyst class is: 39. (3) Reactant: [NH2:1][C:2]1[C:3]2[N:4]([C:8]([C@H:12]3[CH2:17][N:16]4[C:18](=[O:23])[O:19][C:20]([CH3:22])([CH3:21])[C@@H:15]4[CH2:14][CH2:13]3)=[N:9][C:10]=2Br)[CH:5]=[CH:6][N:7]=1.[CH3:24][O:25][C:26]1[CH:27]=[C:28]([CH:42]=[CH:43][C:44]=1B1OC(C)(C)C(C)(C)O1)[C:29]([NH:31][C:32]1[CH:37]=[C:36]([C:38]([F:41])([F:40])[F:39])[CH:35]=[CH:34][N:33]=1)=[O:30]. Product: [NH2:1][C:2]1[C:3]2[N:4]([C:8]([C@H:12]3[CH2:17][N:16]4[C:18](=[O:23])[O:19][C:20]([CH3:22])([CH3:21])[C@@H:15]4[CH2:14][CH2:13]3)=[N:9][C:10]=2[C:44]2[CH:43]=[CH:42][C:28]([C:29]([NH:31][C:32]3[CH:37]=[C:36]([C:38]([F:41])([F:39])[F:40])[CH:35]=[CH:34][N:33]=3)=[O:30])=[CH:27][C:26]=2[O:25][CH3:24])[CH:5]=[CH:6][N:7]=1. The catalyst class is: 38. (4) Reactant: [C:1]([O:5][C:6]([N:8]1[C:16]2[C:11](=[CH:12][C:13]([O:17][CH2:18][C:19]3[CH:24]=[CH:23][CH:22]=[CH:21][CH:20]=3)=[CH:14][CH:15]=2)[C:10]([C:25]2[N:26]([C:38]([O:40][C:41]([CH3:44])([CH3:43])[CH3:42])=[O:39])[C:27]3[C:32]([CH:33]=2)=[CH:31][C:30]([O:34][CH2:35][CH2:36]Cl)=[CH:29][CH:28]=3)=[N:9]1)=[O:7])([CH3:4])([CH3:3])[CH3:2].C(=O)([O-])[O-].[K+].[K+].[I-].[K+].C(O[C:61]([O:63][C:64]([CH3:67])([CH3:66])[CH3:65])=[O:62])(OC(C)(C)C)=O.CN([C:71]1[CH:76]=C[CH:74]=[CH:73][N:72]=1)C.C(#[N:79])C. Product: [C:1]([O:5][C:6]([N:8]1[C:16]2[C:11](=[CH:12][C:13]([O:17][CH2:18][C:19]3[CH:24]=[CH:23][CH:22]=[CH:21][CH:20]=3)=[CH:14][CH:15]=2)[C:10]([C:25]2[N:26]([C:38]([O:40][C:41]([CH3:44])([CH3:43])[CH3:42])=[O:39])[C:27]3[C:32]([CH:33]=2)=[CH:31][C:30]([O:34][CH2:35][CH2:36][N:72]2[CH2:71][CH2:76][N:79]([C:61]([O:63][C:64]([CH3:65])([CH3:66])[CH3:67])=[O:62])[CH2:74][CH2:73]2)=[CH:29][CH:28]=3)=[N:9]1)=[O:7])([CH3:4])([CH3:3])[CH3:2]. The catalyst class is: 4. (5) Reactant: [CH2:1]([O:8][C:9]1[CH:10]=[C:11]([CH:16]=[C:17]([O:27][CH2:28][C:29]2[CH:34]=[CH:33][CH:32]=[CH:31][CH:30]=2)[C:18]=1[O:19][CH2:20][C:21]1[CH:26]=[CH:25][CH:24]=[CH:23][CH:22]=1)[C:12]([O:14]C)=[O:13])[C:2]1[CH:7]=[CH:6][CH:5]=[CH:4][CH:3]=1.[OH-].[K+].O. Product: [CH2:1]([O:8][C:9]1[CH:10]=[C:11]([CH:16]=[C:17]([O:27][CH2:28][C:29]2[CH:34]=[CH:33][CH:32]=[CH:31][CH:30]=2)[C:18]=1[O:19][CH2:20][C:21]1[CH:22]=[CH:23][CH:24]=[CH:25][CH:26]=1)[C:12]([OH:14])=[O:13])[C:2]1[CH:3]=[CH:4][CH:5]=[CH:6][CH:7]=1. The catalyst class is: 41.